This data is from Reaction yield outcomes from USPTO patents with 853,638 reactions. The task is: Predict the reaction yield, written as a fraction of the theoretical maximum amount of product (1.0 means a 100% yield; for example, 0.34 means a 34% yield). (1) The yield is 0.370. The catalyst is CCOC(C)=O. The product is [Br:1][C:2]1[O:6][C:5]([C:7]2[CH:12]=[C:11]([N:15]3[CH2:20][CH2:19][O:18][CH2:17][CH2:16]3)[N:10]=[C:9]([N:24]3[CH2:25][CH2:27][O:32][CH2:22][CH2:21]3)[N:8]=2)=[CH:4][CH:3]=1. The reactants are [Br:1][C:2]1[O:6][C:5]([C:7]2[CH:12]=[C:11](Cl)[N:10]=[C:9](Cl)[N:8]=2)=[CH:4][CH:3]=1.[NH:15]1[CH2:20][CH2:19][O:18][CH2:17][CH2:16]1.[CH:21]([N:24](CC)[CH:25]([CH3:27])C)(C)[CH3:22].CC(N(C)C)=[O:32]. (2) The reactants are [CH:1]1([CH2:6][CH:7]([C:18]2[NH:29][C:21]3=[N:22][CH:23]=[C:24]([C:26](O)=[O:27])[CH:25]=[C:20]3[CH:19]=2)[C:8]2[CH:13]=[CH:12][C:11]([S:14]([CH3:17])(=[O:16])=[O:15])=[CH:10][CH:9]=2)[CH2:5][CH2:4][CH2:3][CH2:2]1.[NH:30]1[CH2:35][CH2:34][O:33][CH2:32][CH2:31]1.CN1CCOCC1.O.ON1C2C=CC=CC=2N=N1.Cl.CN(C)CCCN=C=NCC. The catalyst is ClCCl.CN(C)C=O.C(OCC)(=O)C. The product is [CH:1]1([CH2:6][CH:7]([C:18]2[NH:29][C:21]3=[N:22][CH:23]=[C:24]([C:26]([N:30]4[CH2:35][CH2:34][O:33][CH2:32][CH2:31]4)=[O:27])[CH:25]=[C:20]3[CH:19]=2)[C:8]2[CH:13]=[CH:12][C:11]([S:14]([CH3:17])(=[O:15])=[O:16])=[CH:10][CH:9]=2)[CH2:5][CH2:4][CH2:3][CH2:2]1. The yield is 0.360. (3) The reactants are [F:1][C:2]1[CH:7]=[CH:6][C:5]([F:8])=[CH:4][C:3]=1[C@H:9]1[CH2:13][CH2:12][CH2:11][N:10]1[C:14]1[CH:19]=[CH:18][N:17]2[N:20]=[CH:21][C:22]([NH2:23])=[C:16]2[N:15]=1.[F:24][C:25]1[CH:30]=[CH:29][C:28]([N:31]=[C:32]=[O:33])=[CH:27][CH:26]=1.CCN(C(C)C)C(C)C. The catalyst is C(Cl)Cl. The product is [F:1][C:2]1[CH:7]=[CH:6][C:5]([F:8])=[CH:4][C:3]=1[C@H:9]1[CH2:13][CH2:12][CH2:11][N:10]1[C:14]1[CH:19]=[CH:18][N:17]2[N:20]=[CH:21][C:22]([NH:23][C:32]([NH:31][C:28]3[CH:29]=[CH:30][C:25]([F:24])=[CH:26][CH:27]=3)=[O:33])=[C:16]2[N:15]=1. The yield is 0.840. (4) The reactants are [OH:1][C@@:2]1([C:9]#[C:10][C:11]2[CH:12]=[C:13]([C:17]3[C:22]4[CH:23]=[N:24][N:25]([CH:26]([CH3:28])[CH3:27])[C:21]=4[CH:20]=[C:19]([C:29]([O:31]C)=O)[N:18]=3)[CH:14]=[CH:15][CH:16]=2)[CH2:6][CH2:5][N:4]([CH3:7])[C:3]1=[O:8].[NH3:33]. No catalyst specified. The product is [OH:1][C@@:2]1([C:9]#[C:10][C:11]2[CH:12]=[C:13]([C:17]3[C:22]4[CH:23]=[N:24][N:25]([CH:26]([CH3:27])[CH3:28])[C:21]=4[CH:20]=[C:19]([C:29]([NH2:33])=[O:31])[N:18]=3)[CH:14]=[CH:15][CH:16]=2)[CH2:6][CH2:5][N:4]([CH3:7])[C:3]1=[O:8]. The yield is 0.280. (5) The reactants are [C:1]([C:3]([C:11]1[CH:20]=[CH:19][C:18]2[C:13](=[CH:14][CH:15]=[CH:16][CH:17]=2)[CH:12]=1)([CH:8]([CH3:10])[CH3:9])[CH2:4][CH2:5][CH2:6]O)#[N:2].C(N(CC)CC)C.S(Cl)(C)(=O)=O.[I-].[Na+].C(=O)([O-])[O-].[K+].[K+].[F:41][C:42]1[CH:56]=[CH:55][C:45]([O:46][CH2:47][CH2:48][N:49]2[CH2:54][CH2:53][NH:52][CH2:51][CH2:50]2)=[CH:44][CH:43]=1. The catalyst is C(#N)C.[Cl-].[Na+].O.O.CN(C)C=O. The product is [C:1]([C:3]([C:11]1[CH:20]=[CH:19][C:18]2[C:13](=[CH:14][CH:15]=[CH:16][CH:17]=2)[CH:12]=1)([CH:8]([CH3:9])[CH3:10])[CH2:4][CH2:5][CH2:6][N:52]1[CH2:53][CH2:54][N:49]([CH2:48][CH2:47][O:46][C:45]2[CH:44]=[CH:43][C:42]([F:41])=[CH:56][CH:55]=2)[CH2:50][CH2:51]1)#[N:2]. The yield is 0.699. (6) The reactants are CS(O[CH:6]([CH2:21][CH3:22])[CH2:7][CH2:8][CH:9](OS(C)(=O)=O)[C:10]1[CH:15]=[CH:14][CH:13]=[CH:12][CH:11]=1)(=O)=O.[NH2:23][C:24]1[CH:31]=[CH:30][C:27]([C:28]#[N:29])=[C:26]([Cl:32])[C:25]=1[CH3:33]. The catalyst is C1(C)C=CC=CC=1. The product is [Cl:32][C:26]1[C:25]([CH3:33])=[C:24]([N:23]2[CH:9]([C:10]3[CH:15]=[CH:14][CH:13]=[CH:12][CH:11]=3)[CH2:8][CH2:7][CH:6]2[CH2:21][CH3:22])[CH:31]=[CH:30][C:27]=1[C:28]#[N:29]. The yield is 0.0100. (7) The yield is 0.410. The product is [NH2:34][C:29]1[N:28]=[C:27]([NH:26][C:23]2[CH:24]=[CH:25][C:20]([NH:19][C:8](=[O:9])[C:7]3[CH:11]=[CH:12][C:4]([N+:1]([O-:3])=[O:2])=[CH:5][CH:6]=3)=[CH:21][CH:22]=2)[CH:32]=[C:31]([CH3:33])[N:30]=1. The catalyst is O1CCOCC1. The reactants are [N+:1]([C:4]1[CH:12]=[CH:11][C:7]([C:8](Cl)=[O:9])=[CH:6][CH:5]=1)([O-:3])=[O:2].N1C=CC=CC=1.[NH2:19][C:20]1[CH:25]=[CH:24][C:23]([NH:26][C:27]2[CH:32]=[C:31]([CH3:33])[N:30]=[C:29]([NH2:34])[N:28]=2)=[CH:22][CH:21]=1.N.